Dataset: Full USPTO retrosynthesis dataset with 1.9M reactions from patents (1976-2016). Task: Predict the reactants needed to synthesize the given product. (1) Given the product [NH2:37][CH2:6][C:7]1[N:12]=[CH:11][C:10]2[N:13]([C:16]3[S:17][C:18]([C:34]([NH2:35])=[O:36])=[C:19]([O:21][C@@H:22]([C:24]4[CH:29]=[CH:28][CH:27]=[CH:26][C:25]=4[C:30]([F:33])([F:31])[F:32])[CH3:23])[CH:20]=3)[CH:14]=[N:15][C:9]=2[CH:8]=1, predict the reactants needed to synthesize it. The reactants are: CS(O[CH2:6][C:7]1[N:12]=[CH:11][C:10]2[N:13]([C:16]3[S:17][C:18]([C:34](=[O:36])[NH2:35])=[C:19]([O:21][C@@H:22]([C:24]4[CH:29]=[CH:28][CH:27]=[CH:26][C:25]=4[C:30]([F:33])([F:32])[F:31])[CH3:23])[CH:20]=3)[CH:14]=[N:15][C:9]=2[CH:8]=1)(=O)=O.[NH3:37]. (2) Given the product [F:1][C:2]([F:39])([F:38])[C:3]1[CH:4]=[C:5]([CH:31]=[C:32]([C:34]([F:37])([F:36])[F:35])[CH:33]=1)[CH2:6][N:7]1[CH2:14][CH2:13][CH2:12][NH:11][C:10]2[N:15]=[C:16]([N:48]3[CH2:49][CH2:50][CH:45]([C:43]([O:42][CH2:40][CH3:41])=[O:44])[CH2:46][CH2:47]3)[N:17]=[C:18]([C:19]3[CH:24]=[CH:23][CH:22]=[CH:21][C:20]=3[CH3:25])[C:9]=2[C:8]1=[O:30], predict the reactants needed to synthesize it. The reactants are: [F:1][C:2]([F:39])([F:38])[C:3]1[CH:4]=[C:5]([CH:31]=[C:32]([C:34]([F:37])([F:36])[F:35])[CH:33]=1)[CH2:6][N:7]1[CH2:14][CH2:13][CH2:12][NH:11][C:10]2[N:15]=[C:16](S(C)(=O)=O)[N:17]=[C:18]([C:19]3[CH:24]=[CH:23][CH:22]=[CH:21][C:20]=3[CH3:25])[C:9]=2[C:8]1=[O:30].[CH2:40]([O:42][C:43]([CH:45]1[CH2:50][CH2:49][NH:48][CH2:47][CH2:46]1)=[O:44])[CH3:41]. (3) The reactants are: [CH3:1][NH:2][C:3](=[O:19])[C:4]1[CH:9]=[C:8]([N:10]2[CH2:15][CH2:14][O:13][CH2:12][CH2:11]2)[CH:7]=[CH:6][C:5]=1[N+:16]([O-])=O.[H][H]. Given the product [NH2:16][C:5]1[CH:6]=[CH:7][C:8]([N:10]2[CH2:11][CH2:12][O:13][CH2:14][CH2:15]2)=[CH:9][C:4]=1[C:3]([NH:2][CH3:1])=[O:19], predict the reactants needed to synthesize it. (4) The reactants are: [C:1]([CH:4](OS(C1C=CC(C)=CC=1)(=O)=O)[C:5]1[CH:10]=[CH:9][CH:8]=[CH:7][CH:6]=1)(=[O:3])[NH2:2].[CH3:22][O:23][C:24]1[CH:25]=[C:26]2[C:31](=[CH:32][C:33]=1[O:34][CH3:35])[C@H:30]([CH2:36][CH2:37][C:38]1[CH:43]=[CH:42][CH:41]=[CH:40][C:39]=1[C:44]([F:47])([F:46])[F:45])[NH:29][CH2:28][CH2:27]2. Given the product [CH3:22][O:23][C:24]1[CH:25]=[C:26]2[C:31](=[CH:32][C:33]=1[O:34][CH3:35])[C@H:30]([CH2:36][CH2:37][C:38]1[CH:43]=[CH:42][CH:41]=[CH:40][C:39]=1[C:44]([F:47])([F:46])[F:45])[N:29]([C@H:4]([C:5]1[CH:6]=[CH:7][CH:8]=[CH:9][CH:10]=1)[C:1]([NH2:2])=[O:3])[CH2:28][CH2:27]2, predict the reactants needed to synthesize it. (5) Given the product [Cl:22][C:20]1[CH:21]=[C:16]([NH:14][C:11]2[CH:10]=[CH:9][C:8]([N:5]3[CH2:6][CH2:7][N:2]([CH3:1])[CH2:3][CH2:4]3)=[CH:13][N:12]=2)[C:17](=[O:24])[N:18]([CH3:23])[N:19]=1, predict the reactants needed to synthesize it. The reactants are: [CH3:1][N:2]1[CH2:7][CH2:6][N:5]([C:8]2[CH:9]=[CH:10][C:11]([NH2:14])=[N:12][CH:13]=2)[CH2:4][CH2:3]1.Br[C:16]1[C:17](=[O:24])[N:18]([CH3:23])[N:19]=[C:20]([Cl:22])[CH:21]=1.C1(P(C2C=CC=CC=2)C2C3OC4C(=CC=CC=4P(C4C=CC=CC=4)C4C=CC=CC=4)C(C)(C)C=3C=CC=2)C=CC=CC=1. (6) The reactants are: Br[C:2]1[CH:7]=[CH:6][C:5]([C@H:8]([NH:13][C@@H:14]([CH2:17][CH:18]([CH3:20])[CH3:19])[CH2:15][OH:16])[C:9]([F:12])([F:11])[F:10])=[CH:4][CH:3]=1.[CH3:21][S:22][C:23]1[CH:28]=[CH:27][C:26](B(O)O)=[CH:25][CH:24]=1.C([O-])([O-])=O.[Na+].[Na+].C1C=CC(P(C2C=CC=CC=2)C2C=CC=CC=2)=CC=1. Given the product [CH3:19][CH:18]([CH3:20])[CH2:17][C@H:14]([NH:13][C@@H:8]([C:5]1[CH:6]=[CH:7][C:2]([C:26]2[CH:27]=[CH:28][C:23]([S:22][CH3:21])=[CH:24][CH:25]=2)=[CH:3][CH:4]=1)[C:9]([F:12])([F:11])[F:10])[CH2:15][OH:16], predict the reactants needed to synthesize it. (7) Given the product [CH3:50][N:51]([CH3:57])[C@@H:52]1[CH2:56][CH2:55][N:54]([C:8]([NH:9][C:19]2[CH:24]=[C:23]([O:25][C:26]3[CH:31]=[CH:30][C:29]([NH:32][C:33]([C:35]4([C:38]([NH:39][C:40]5[CH:41]=[CH:42][C:43]([F:46])=[CH:44][CH:45]=5)=[O:47])[CH2:37][CH2:36]4)=[O:34])=[CH:28][C:27]=3[F:48])[CH:22]=[CH:21][N:20]=2)=[O:7])[CH2:53]1, predict the reactants needed to synthesize it. The reactants are: C1([O:7][C:8](=O)[N:9]([C:19]2[CH:24]=[C:23]([O:25][C:26]3[CH:31]=[CH:30][C:29]([NH:32][C:33]([C:35]4([C:38](=[O:47])[NH:39][C:40]5[CH:45]=[CH:44][C:43]([F:46])=[CH:42][CH:41]=5)[CH2:37][CH2:36]4)=[O:34])=[CH:28][C:27]=3[F:48])[CH:22]=[CH:21][N:20]=2)C(OC2C=CC=CC=2)=O)C=CC=CC=1.[CH3:50][N:51]([CH3:57])[C@@H:52]1[CH2:56][CH2:55][NH:54][CH2:53]1. (8) Given the product [CH2:1]([N:8]1[C:9](=[O:38])[CH2:39][CH2:10][N:11]([C:14]2[N:19]=[CH:18][C:17]([NH:20][C:21]([C:23]3[O:27][C:26]([C:28]4[CH:33]=[CH:32][CH:31]=[CH:30][CH:29]=4)=[N:25][C:24]=3[C:34]([F:37])([F:36])[F:35])=[O:22])=[CH:16][CH:15]=2)[CH2:12][CH2:13]1)[C:2]1[CH:3]=[CH:4][CH:5]=[CH:6][CH:7]=1, predict the reactants needed to synthesize it. The reactants are: [CH2:1]([N:8]1[CH2:13][CH2:12][N:11]([C:14]2[N:19]=[CH:18][C:17]([NH:20][C:21]([C:23]3[O:27][C:26]([C:28]4[CH:33]=[CH:32][CH:31]=[CH:30][CH:29]=4)=[N:25][C:24]=3[C:34]([F:37])([F:36])[F:35])=[O:22])=[CH:16][CH:15]=2)[CH2:10][C:9]1=[O:38])[C:2]1[CH:7]=[CH:6][CH:5]=[CH:4][CH:3]=1.[C:39]1(C2OC(C(O)=O)=C(C(F)(F)F)N=2)C=CC=CC=1. (9) Given the product [O:15]1[CH2:16][CH2:17][CH:18]=[C:13]([C:27]2[C:22]([F:21])=[N:23][CH:24]=[CH:25][CH:26]=2)[CH2:14]1, predict the reactants needed to synthesize it. The reactants are: C(=O)([O-])[O-].[Na+].[Na+].FC(F)(F)S(O[C:13]1[CH2:14][O:15][CH2:16][CH2:17][CH:18]=1)(=O)=O.[F:21][C:22]1[C:27](B(O)O)=[CH:26][CH:25]=[CH:24][N:23]=1. (10) The reactants are: C1COC2C=CC(NC3C(F)=CN=C(NC4C=CC=C(O)C=4)N=3)=CC=2O1.Cl[C:28]1[N:33]=[C:32]([NH:34][C:35]2[CH:40]=[CH:39][CH:38]=[C:37]([OH:41])[CH:36]=2)[C:31]([F:42])=[CH:30][N:29]=1.[NH2:43][C:44]1[CH:52]=[C:51]2[C:47]([CH:48]=[CH:49][NH:50]2)=[CH:46][CH:45]=1. Given the product [F:42][C:31]1[C:32]([NH:34][C:35]2[CH:40]=[CH:39][CH:38]=[C:37]([OH:41])[CH:36]=2)=[N:33][C:28]([NH:43][C:44]2[CH:52]=[C:51]3[C:47]([CH:48]=[CH:49][NH:50]3)=[CH:46][CH:45]=2)=[N:29][CH:30]=1, predict the reactants needed to synthesize it.